The task is: Predict which catalyst facilitates the given reaction.. This data is from Catalyst prediction with 721,799 reactions and 888 catalyst types from USPTO. (1) Reactant: [C:1](Cl)(=[O:6])[C:2]([CH3:5])([CH3:4])[CH3:3].C(Cl)(Cl)Cl.[NH2:12][C:13]1[C:18]([NH2:19])=[C:17]([N:20]2[CH2:24][CH2:23][C@H:22]([N:25]([CH3:27])[CH3:26])[CH2:21]2)[C:16]([C:28]2[CH:33]=[CH:32][CH:31]=[CH:30][CH:29]=2)=[C:15]([CH3:34])[C:14]=1[C:35]#[N:36]. Product: [NH2:12][C:13]1[C:14]([C:35]#[N:36])=[C:15]([CH3:34])[C:16]([C:28]2[CH:29]=[CH:30][CH:31]=[CH:32][CH:33]=2)=[C:17]([N:20]2[CH2:24][CH2:23][C@H:22]([N:25]([CH3:27])[CH3:26])[CH2:21]2)[C:18]=1[NH:19][C:1](=[O:6])[C:2]([CH3:5])([CH3:4])[CH3:3]. The catalyst class is: 6. (2) Reactant: [CH3:1][O:2][CH2:3][O:4][C:5]1[CH:10]=[C:9]([CH3:11])[C:8]([C:12]2[CH:17]=[CH:16][CH:15]=[C:14]([CH2:18][O:19][C:20]3[CH:21]=[C:22]4[C:26](=[CH:27][CH:28]=3)[C:25](=[CH:29][C:30]#[N:31])[C:24]3([CH2:33][CH2:32]3)[CH2:23]4)[C:13]=2[CH3:34])=[C:7]([CH3:35])[CH:6]=1.[Mg].II.Cl. Product: [CH3:1][O:2][CH2:3][O:4][C:5]1[CH:10]=[C:9]([CH3:11])[C:8]([C:12]2[CH:17]=[CH:16][CH:15]=[C:14]([CH2:18][O:19][C:20]3[CH:21]=[C:22]4[C:26](=[CH:27][CH:28]=3)[CH:25]([CH2:29][C:30]#[N:31])[C:24]3([CH2:32][CH2:33]3)[CH2:23]4)[C:13]=2[CH3:34])=[C:7]([CH3:35])[CH:6]=1. The catalyst class is: 370. (3) Reactant: [CH3:1][C:2]1[CH:3]=[C:4]([CH:16]=[CH:17][CH:18]=1)[NH:5][C:6]1[C:15]2[C:10](=[CH:11][CH:12]=[CH:13][CH:14]=2)[CH:9]=[N:8][N:7]=1.[O:19]1[CH2:24][O:23][CH2:22][O:21][CH2:20]1.FC(F)(F)C(O)=O.C(OO)(C)(C)C. Product: [CH3:1][C:2]1[CH:3]=[C:4]([CH:16]=[CH:17][CH:18]=1)[NH:5][C:6]1[C:15]2[C:10](=[CH:11][CH:12]=[CH:13][CH:14]=2)[C:9]([CH:20]2[O:21][CH2:22][O:23][CH2:24][O:19]2)=[N:8][N:7]=1. The catalyst class is: 47. (4) Reactant: [NH2:1][C:2]1[CH:3]=[CH:4][C:5]([CH3:24])=[C:6]([C:8]2[S:12][C:11]([C:13]3[CH:14]=[C:15]4[C:19](=[CH:20][CH:21]=3)[C:18](=[O:22])[N:17]([CH3:23])[CH2:16]4)=[CH:10][CH:9]=2)[CH:7]=1.[N:25]1[CH:30]=[CH:29][CH:28]=[CH:27][C:26]=1[S:31](Cl)(=[O:33])=[O:32]. Product: [CH3:24][C:5]1[CH:4]=[CH:3][C:2]([NH:1][S:31]([C:26]2[CH:27]=[CH:28][CH:29]=[CH:30][N:25]=2)(=[O:33])=[O:32])=[CH:7][C:6]=1[C:8]1[S:12][C:11]([C:13]2[CH:14]=[C:15]3[C:19](=[CH:20][CH:21]=2)[C:18](=[O:22])[N:17]([CH3:23])[CH2:16]3)=[CH:10][CH:9]=1. The catalyst class is: 100. (5) Reactant: [S:1]([N:11]1[CH2:13][CH:12]1[CH2:14][C:15]1([OH:21])[CH2:20][CH2:19][CH2:18][CH2:17][CH2:16]1)([C:4]1[CH:10]=[CH:9][C:7]([CH3:8])=[CH:6][CH:5]=1)(=[O:3])=[O:2].[CH3:22][NH2:23]. Product: [CH3:22][NH:23][CH2:13][CH:12]([NH:11][S:1]([C:4]1[CH:10]=[CH:9][C:7]([CH3:8])=[CH:6][CH:5]=1)(=[O:3])=[O:2])[CH2:14][C:15]1([OH:21])[CH2:20][CH2:19][CH2:18][CH2:17][CH2:16]1. The catalyst class is: 5. (6) Reactant: [CH3:1][Si:2]([N-][Si:2]([CH3:4])([CH3:3])[CH3:1])([CH3:4])[CH3:3].[Li+].[CH3:11][C:12]([CH3:43])([C:29]1[CH:34]=[C:33]([C:35]([F:38])([F:37])[F:36])[CH:32]=[C:31]([C:39]([F:42])([F:41])[F:40])[CH:30]=1)[C:13]([NH:15][C:16]1([C:23]2[CH:28]=[CH:27][CH:26]=[CH:25][CH:24]=2)[CH2:21][CH2:20][C:19](=[O:22])[CH2:18][CH2:17]1)=[O:14].Cl[Si](C)(C)C.C(=O)([O-])O.[Na+]. Product: [CH3:11][C:12]([CH3:43])([C:29]1[CH:30]=[C:31]([C:39]([F:40])([F:42])[F:41])[CH:32]=[C:33]([C:35]([F:36])([F:37])[F:38])[CH:34]=1)[C:13]([NH:15][C:16]1([C:23]2[CH:28]=[CH:27][CH:26]=[CH:25][CH:24]=2)[CH2:21][CH2:20][C:19]([O:22][Si:2]([CH3:4])([CH3:3])[CH3:1])=[CH:18][CH2:17]1)=[O:14]. The catalyst class is: 7. (7) Reactant: [Cl:1][C:2]1[C:3]([CH2:8][NH:9][C:10]([N:12]2[CH2:17][CH2:16][N:15]3[C:18]([C:21]([F:24])([F:23])[F:22])=[N:19][N:20]=[C:14]3[CH2:13]2)=O)=[N:4][CH:5]=[CH:6][N:7]=1.P(Cl)(Cl)(Cl)=O.C(=O)([O-])O.[Na+].O. Product: [Cl:1][C:2]1[C:3]2[N:4]([C:10]([N:12]3[CH2:17][CH2:16][N:15]4[C:18]([C:21]([F:24])([F:23])[F:22])=[N:19][N:20]=[C:14]4[CH2:13]3)=[N:9][CH:8]=2)[CH:5]=[CH:6][N:7]=1. The catalyst class is: 13. (8) Reactant: [N+:1]([C:4]1[C:13]2[O:12][CH2:11][CH2:10][O:9][C:8]=2[CH:7]=[CH:6][C:5]=1[C:14]([O:16]CC)=[O:15])([O-:3])=[O:2].[OH-].[Li+]. Product: [N+:1]([C:4]1[C:13]2[O:12][CH2:11][CH2:10][O:9][C:8]=2[CH:7]=[CH:6][C:5]=1[C:14]([OH:16])=[O:15])([O-:3])=[O:2]. The catalyst class is: 47. (9) Reactant: [Cl:1][C:2]1[C:3]([CH2:12][N:13]2[C:17](/[CH:18]=[CH:19]/[C:20](O)=[O:21])=[CH:16][C:15]([O:23][CH:24]([CH3:26])[CH3:25])=[N:14]2)=[N:4][CH:5]=[C:6]([C:8]([F:11])([F:10])[F:9])[CH:7]=1.[CH2:27]([S:32]([NH2:35])(=[O:34])=[O:33])[CH2:28][CH2:29][CH2:30][CH3:31].N12CCCN=C1CCCCC2.Cl. Product: [Cl:1][C:2]1[C:3]([CH2:12][N:13]2[C:17](/[CH:18]=[CH:19]/[C:20]([NH:35][S:32]([CH2:27][CH2:28][CH2:29][CH2:30][CH3:31])(=[O:34])=[O:33])=[O:21])=[CH:16][C:15]([O:23][CH:24]([CH3:26])[CH3:25])=[N:14]2)=[N:4][CH:5]=[C:6]([C:8]([F:9])([F:11])[F:10])[CH:7]=1. The catalyst class is: 9. (10) Reactant: [Cl:1][C:2]1[CH:3]=[C:4]([CH3:16])[C:5]2[O:10][C@H:9]([CH:11]([CH3:13])[CH3:12])[C:8](=[O:14])[NH:7][C:6]=2[CH:15]=1.C(=O)([O-])[O-].[K+].[K+].[C:23]([O:27][CH3:28])(=[O:26])[CH:24]=[CH2:25].O. Product: [CH3:28][O:27][C:23](=[O:26])[CH2:24][CH2:25][N:7]1[C:6]2[CH:15]=[C:2]([Cl:1])[CH:3]=[C:4]([CH3:16])[C:5]=2[O:10][C@H:9]([CH:11]([CH3:13])[CH3:12])[C:8]1=[O:14]. The catalyst class is: 9.